Dataset: Catalyst prediction with 721,799 reactions and 888 catalyst types from USPTO. Task: Predict which catalyst facilitates the given reaction. (1) Reactant: [CH2:1]([O:8][C:9]([NH:11][C@@H:12]1[CH2:17][CH2:16][CH2:15][N:14]([C:18]2[CH:30]=[CH:29][C:28]([C:31]#[N:32])=[C:27]3[C:19]=2[C:20]2[CH:21]=[CH:22][C:23]([C:33]([O:35]CC)=[O:34])=[CH:24][C:25]=2[NH:26]3)[CH2:13]1)=[O:10])[C:2]1[CH:7]=[CH:6][CH:5]=[CH:4][CH:3]=1.[OH-].[K+]. Product: [CH2:1]([O:8][C:9]([NH:11][C@@H:12]1[CH2:17][CH2:16][CH2:15][N:14]([C:18]2[CH:30]=[CH:29][C:28]([C:31]#[N:32])=[C:27]3[C:19]=2[C:20]2[CH:21]=[CH:22][C:23]([C:33]([OH:35])=[O:34])=[CH:24][C:25]=2[NH:26]3)[CH2:13]1)=[O:10])[C:2]1[CH:3]=[CH:4][CH:5]=[CH:6][CH:7]=1. The catalyst class is: 40. (2) Reactant: [O:1]=[C:2]([NH:9][C:10]1[CH:15]=[CH:14][CH:13]=[C:12]([C:16]([F:19])([F:18])[F:17])[CH:11]=1)[CH2:3][C:4]([O:6]CC)=[O:5].C[O-].[Na+].CO[CH:25]=[CH:26][C:27](=O)[CH3:28].[OH-].[Na+]. Product: [CH3:25][C:26]1[N:9]([C:10]2[CH:15]=[CH:14][CH:13]=[C:12]([C:16]([F:17])([F:18])[F:19])[CH:11]=2)[C:2](=[O:1])[C:3]([C:4]([OH:6])=[O:5])=[CH:28][CH:27]=1. The catalyst class is: 88. (3) Reactant: [C:1]([C:3]1([CH2:9][C:10]([OH:12])=[O:11])[CH:8]=[CH:7][CH2:6][CH:5]=[CH:4]1)#[N:2].[NH4+].[OH-]. Product: [NH2:2][CH2:1][C:3]1([CH2:9][C:10]([OH:12])=[O:11])[CH2:8][CH2:7][CH2:6][CH2:5][CH2:4]1. The catalyst class is: 43. (4) Reactant: Cl.[C:2]1([C:8](=[NH:10])[NH2:9])[CH:7]=[CH:6][CH:5]=[CH:4][CH:3]=1.O=[C:12]1[CH2:17][CH2:16][N:15]([C:18]([O:20][C:21]([CH3:24])([CH3:23])[CH3:22])=[O:19])[CH2:14][CH:13]1[C:25](OCC)=[O:26].CO.C(=O)([O-])[O-].[K+].[K+]. Product: [OH:26][C:25]1[C:13]2[CH2:14][N:15]([C:18]([O:20][C:21]([CH3:24])([CH3:23])[CH3:22])=[O:19])[CH2:16][CH2:17][C:12]=2[N:10]=[C:8]([C:2]2[CH:7]=[CH:6][CH:5]=[CH:4][CH:3]=2)[N:9]=1. The catalyst class is: 229. (5) Reactant: COC([C:5]1[N:6]([CH:10]2[C:18]3[C:13](=[CH:14][CH:15]=[CH:16][CH:17]=3)[C:12]([F:20])([F:19])[C:11]2([CH3:22])[CH3:21])[CH:7]=[N:8][CH:9]=1)=O.[CH3:23][Mg]Br.C([O:28][CH2:29][CH3:30])C. Product: [F:20][C:12]1([F:19])[C:13]2[C:18](=[CH:17][CH:16]=[CH:15][CH:14]=2)[CH:10]([N:6]2[C:5]([C:29]([OH:28])([CH3:30])[CH3:23])=[CH:9][N:8]=[CH:7]2)[C:11]1([CH3:22])[CH3:21]. The catalyst class is: 1. (6) Reactant: [OH:1][C@@H:2]1[CH2:5][C@H:4]([N:6]2[C:11](=[O:12])[C:10]([CH2:13][C:14]3[CH:19]=[CH:18][C:17]([C:20]4[CH:25]=[CH:24][CH:23]=[CH:22][C:21]=4[C:26]4[NH:30][C:29](=[O:31])[O:28][N:27]=4)=[CH:16][CH:15]=3)=[C:9]([CH2:32][CH2:33][CH3:34])[N:8]3[N:35]=[CH:36][N:37]=[C:7]23)[CH2:3]1.CC(OI1(OC(C)=O)(OC(C)=O)OC(=O)C2C=CC=CC1=2)=O.C(=O)([O-])O.[Na+].S([O-])([O-])(=O)=S.[Na+].[Na+]. Product: [O:1]=[C:2]1[CH2:3][CH:4]([N:6]2[C:11](=[O:12])[C:10]([CH2:13][C:14]3[CH:19]=[CH:18][C:17]([C:20]4[CH:25]=[CH:24][CH:23]=[CH:22][C:21]=4[C:26]4[NH:30][C:29](=[O:31])[O:28][N:27]=4)=[CH:16][CH:15]=3)=[C:9]([CH2:32][CH2:33][CH3:34])[N:8]3[N:35]=[CH:36][N:37]=[C:7]23)[CH2:5]1. The catalyst class is: 10.